From a dataset of Forward reaction prediction with 1.9M reactions from USPTO patents (1976-2016). Predict the product of the given reaction. (1) Given the reactants [C:12]([O:11][C:9](O[C:9]([O:11][C:12]([CH3:15])([CH3:14])[CH3:13])=[O:10])=[O:10])([CH3:15])([CH3:14])[CH3:13].[NH2:16][C:17]1[CH:22]=[CH:21][C:20]([CH2:23][CH2:24][NH2:25])=[CH:19][CH:18]=1, predict the reaction product. The product is: [NH2:16][C:17]1[CH:22]=[CH:21][C:20]([CH2:23][CH2:24][NH:25][C:9](=[O:10])[O:11][C:12]([CH3:13])([CH3:14])[CH3:15])=[CH:19][CH:18]=1. (2) The product is: [NH2:1][C:2]1[C:3]([C:10]([O:12][CH3:13])=[O:11])=[N:4][C:5]([C:16]2[C:17]([F:27])=[CH:18][C:19]([C:21]3([O:25][CH3:26])[CH2:22][O:23][CH2:24]3)=[CH:20][C:15]=2[F:14])=[C:6]([F:8])[CH:7]=1. Given the reactants [NH2:1][C:2]1[C:3]([C:10]([O:12][CH3:13])=[O:11])=[N:4][C:5](Br)=[C:6]([F:8])[CH:7]=1.[F:14][C:15]1[CH:20]=[C:19]([C:21]2([O:25][CH3:26])[CH2:24][O:23][CH2:22]2)[CH:18]=[C:17]([F:27])[C:16]=1B1OC(C)(C)C(C)(C)O1, predict the reaction product. (3) Given the reactants [C-:1]#[N:2].[K+].Br[CH2:5][CH2:6][CH2:7][CH2:8][CH2:9][O:10][C:11]1[C:12]([O:31][CH3:32])=[CH:13][CH:14]=[C:15]2[C:20]=1[O:19][C:18](=[O:21])[CH:17]=[C:16]2[NH:22][C:23]1[C:28]([Cl:29])=[CH:27][N:26]=[CH:25][C:24]=1[Cl:30], predict the reaction product. The product is: [Cl:30][C:24]1[CH:25]=[N:26][CH:27]=[C:28]([Cl:29])[C:23]=1[NH:22][C:16]1[C:15]2[C:20](=[C:11]([O:10][CH2:9][CH2:8][CH2:7][CH2:6][CH2:5][C:1]#[N:2])[C:12]([O:31][CH3:32])=[CH:13][CH:14]=2)[O:19][C:18](=[O:21])[CH:17]=1.